From a dataset of Forward reaction prediction with 1.9M reactions from USPTO patents (1976-2016). Predict the product of the given reaction. Given the reactants [F:1][C:2]([F:23])([F:22])[S:3]([O:6][C:7]1[CH:12]=[CH:11][C:10]([C:13]2([CH3:21])[C:17](=O)[O:16]C(C)(C)[O:14]2)=[CH:9][CH:8]=1)(=[O:5])=[O:4].[NH3:24], predict the reaction product. The product is: [F:1][C:2]([F:23])([F:22])[S:3]([O:6][C:7]1[CH:12]=[CH:11][C:10]([C:13]([OH:14])([CH3:21])[C:17]([NH2:24])=[O:16])=[CH:9][CH:8]=1)(=[O:5])=[O:4].